This data is from Full USPTO retrosynthesis dataset with 1.9M reactions from patents (1976-2016). The task is: Predict the reactants needed to synthesize the given product. (1) Given the product [CH3:3][C:2]1[CH:1]=[C:42]([CH:38]=[C:39]([CH3:9])[CH:40]=1)[O:41][CH2:33][C:32]([O:35][CH2:36][CH3:37])=[O:34], predict the reactants needed to synthesize it. The reactants are: [C:1](O)(=O)[CH2:2][CH2:3]C#C.O[CH2:9]C1C=CC(O)=CC=1.C1CCC(N=C=NC2CCCCC2)CC1.[C:32]([O:35][CH2:36][CH3:37])(=[O:34])[CH3:33].[CH2:38]1[CH2:42][O:41][CH2:40][CH2:39]1. (2) The reactants are: CS([C:4]1[N:5]=[CH:6][C:7]2[CH:13]=[CH:12][C:11](=[O:14])[NH:10][C:8]=2[N:9]=1)=O.CS(C1N=C[C:22]2[CH:28]=[CH:27][C:26](=O)[NH:25][C:23]=2N=1)(=O)=O.[C:30](OCC)(=O)C. Given the product [C:23]1([NH:25][C:4]2[N:5]=[CH:6][C:7]3[CH:13]=[CH:12][C:11](=[O:14])[NH:10][C:8]=3[N:9]=2)[CH:22]=[CH:28][CH:27]=[CH:26][CH:30]=1, predict the reactants needed to synthesize it. (3) Given the product [C:1]1([C:7]2[S:11][CH:10]=[N:9][C:8]=2[CH2:12][OH:13])[CH:2]=[CH:3][CH:4]=[CH:5][CH:6]=1, predict the reactants needed to synthesize it. The reactants are: [C:1]1([C:7]2[S:11][CH:10]=[N:9][C:8]=2[C:12](OCC)=[O:13])[CH:6]=[CH:5][CH:4]=[CH:3][CH:2]=1.[H-].[Al+3].[Li+].[H-].[H-].[H-]. (4) Given the product [NH2:20][C:6]1[C:7]([C:8]2[N:12]=[C:11]([C:13]([O:15][CH2:16][CH3:17])=[O:14])[N:10]([CH3:18])[N:9]=2)=[C:2]([Cl:1])[N:3]=[CH:4][N:5]=1, predict the reactants needed to synthesize it. The reactants are: [Cl:1][C:2]1[C:7]([C:8]2[N:12]=[C:11]([C:13]([O:15][CH2:16][CH3:17])=[O:14])[N:10]([CH3:18])[N:9]=2)=[C:6](Cl)[N:5]=[CH:4][N:3]=1.[NH3:20].CCOC(C)=O. (5) Given the product [F:1][C:2]1[CH:20]=[CH:19][CH:18]=[CH:17][C:3]=1[CH2:4][N:5]1[C:13]2[C:8](=[CH:9][CH:10]=[CH:11][CH:12]=2)[C:7]([C:14]2[N:15]=[C:36]([NH2:37])[C:26]([N:27]3[CH:32]4[CH2:33][CH2:34][CH2:35][CH:28]3[CH2:29][O:30][CH2:31]4)=[CH:25][N:16]=2)=[N:6]1, predict the reactants needed to synthesize it. The reactants are: [F:1][C:2]1[CH:20]=[CH:19][CH:18]=[CH:17][C:3]=1[CH2:4][N:5]1[C:13]2[C:8](=[CH:9][CH:10]=[CH:11][CH:12]=2)[C:7]([C:14](=[NH:16])[NH2:15])=[N:6]1.C(O/[CH:25]=[C:26](\[C:36]#[N:37])/[N:27]1[CH:32]2[CH2:33][CH2:34][CH2:35][CH:28]1[CH2:29][O:30][CH2:31]2)(=O)C. (6) Given the product [CH2:10]([O:12][C:13]([C:15]1[NH:16][C:17]2[C:22]([C:23]=1[Cl:45])=[CH:21][CH:20]=[CH:19][CH:18]=2)=[O:14])[CH3:11], predict the reactants needed to synthesize it. The reactants are: N1C2C(=CC=CC=2)C=C1.[CH2:10]([O:12][C:13]([C:15]1[NH:16][C:17]2[C:22]([CH:23]=1)=[CH:21][CH:20]=[CH:19][CH:18]=2)=[O:14])[CH3:11].[O-]S(C(F)(F)F)(=O)=O.F[N+]1C(C)=CC(C)=CC=1C.S(Cl)([Cl:45])(=O)=O. (7) Given the product [CH3:11][N:6]1[CH2:7][CH2:8][C:9]2[N:10]=[C:2]([C:23]([O-:25])=[O:24])[S:3][C:4]=2[CH2:5]1.[Li+:16], predict the reactants needed to synthesize it. The reactants are: Br[C:2]1[S:3][C:4]2[CH2:5][N:6]([CH3:11])[CH2:7][CH2:8][C:9]=2[N:10]=1.C([Li:16])CCC.CCCCCC.[C:23](=[O:25])=[O:24].